The task is: Predict the product of the given reaction.. This data is from Forward reaction prediction with 1.9M reactions from USPTO patents (1976-2016). (1) Given the reactants [C:1]([C:3]1[CH:10]=[CH:9][C:6]([C:7]#[N:8])=[CH:5][CH:4]=1)#[CH:2].[CH3:11][O:12]C(OC)N(C)C.Cl, predict the reaction product. The product is: [O:12]=[CH:11][C:2]#[C:1][C:3]1[CH:10]=[CH:9][C:6]([C:7]#[N:8])=[CH:5][CH:4]=1. (2) Given the reactants [Br:1][C:2]1[CH:3]=[C:4]([N:8]2[C:16]3[C:11](=[CH:12][C:13]([CH2:17][OH:18])=[CH:14][CH:15]=3)[C:10]([C:19]([O:21][CH3:22])=[O:20])=[N:9]2)[CH:5]=[CH:6][CH:7]=1, predict the reaction product. The product is: [Br:1][C:2]1[CH:3]=[C:4]([N:8]2[C:16]3[C:11](=[CH:12][C:13]([CH:17]=[O:18])=[CH:14][CH:15]=3)[C:10]([C:19]([O:21][CH3:22])=[O:20])=[N:9]2)[CH:5]=[CH:6][CH:7]=1. (3) Given the reactants [CH:1]1([N:7]([CH:18]2[CH2:23][CH2:22][CH2:21][CH2:20][CH2:19]2)[C:8]([NH:10][C:11]2[S:12][C:13](C=O)=[CH:14][N:15]=2)=[O:9])[CH2:6][CH2:5][CH2:4][CH2:3][CH2:2]1.[C:24]([CH:29]=P(C1C=CC=CC=1)(C1C=CC=CC=1)C1C=CC=CC=1)([O:26][CH2:27][CH3:28])=[O:25].[CH2:49]1COCC1, predict the reaction product. The product is: [CH2:27]([O:26][C:24](=[O:25])[CH:29]=[CH:49][C:13]1[S:12][C:11]([NH:10][C:8]([N:7]([CH:18]2[CH2:19][CH2:20][CH2:21][CH2:22][CH2:23]2)[CH:1]2[CH2:2][CH2:3][CH2:4][CH2:5][CH2:6]2)=[O:9])=[N:15][CH:14]=1)[CH3:28]. (4) The product is: [C:28]([C:23]1[CH:24]=[CH:25][CH:26]=[CH:27][C:22]=1[C:19]1[CH:20]=[CH:21][C:16]([CH2:15][CH:3]([C:2](=[O:1])[CH2:8][CH2:9][CH2:10][CH3:11])[C:4]([O:6][CH3:7])=[O:5])=[C:17]([F:30])[CH:18]=1)#[N:29]. Given the reactants [O:1]=[C:2]([CH2:8][CH2:9][CH2:10][CH3:11])[CH2:3][C:4]([O:6][CH3:7])=[O:5].[H-].[Na+].Br[CH2:15][C:16]1[CH:21]=[CH:20][C:19]([C:22]2[C:23]([C:28]#[N:29])=[CH:24][CH:25]=[CH:26][CH:27]=2)=[CH:18][C:17]=1[F:30].[Cl-].[NH4+], predict the reaction product.